Dataset: Reaction yield outcomes from USPTO patents with 853,638 reactions. Task: Predict the reaction yield, written as a fraction of the theoretical maximum amount of product (1.0 means a 100% yield; for example, 0.34 means a 34% yield). The reactants are [C:1]12([C:11]3[CH:21]=[CH:20][C:14]([O:15][CH2:16][C:17](O)=[O:18])=[CH:13][CH:12]=3)[CH2:10][CH:5]3[CH2:6][CH:7]([CH2:9][CH:3]([CH2:4]3)[CH2:2]1)[CH2:8]2.[CH3:22][C@@H:23]1[NH:28][CH2:27][CH2:26][N:25]([C:29]([O:31][C:32]([CH3:35])([CH3:34])[CH3:33])=[O:30])[CH2:24]1. No catalyst specified. The product is [C:1]12([C:11]3[CH:21]=[CH:20][C:14]([O:15][CH2:16][C:17]([N:28]4[CH2:27][CH2:26][N:25]([C:29]([O:31][C:32]([CH3:34])([CH3:33])[CH3:35])=[O:30])[CH2:24][C@@H:23]4[CH3:22])=[O:18])=[CH:13][CH:12]=3)[CH2:2][CH:3]3[CH2:9][CH:7]([CH2:6][CH:5]([CH2:4]3)[CH2:10]1)[CH2:8]2. The yield is 0.912.